Dataset: CYP2D6 inhibition data for predicting drug metabolism from PubChem BioAssay. Task: Regression/Classification. Given a drug SMILES string, predict its absorption, distribution, metabolism, or excretion properties. Task type varies by dataset: regression for continuous measurements (e.g., permeability, clearance, half-life) or binary classification for categorical outcomes (e.g., BBB penetration, CYP inhibition). Dataset: cyp2d6_veith. (1) The compound is CC(=O)[C@H]1CC[C@@H]2[C@]1(C)CC=C1[C@]23C=C[C@]2(C[C@H](O)CC[C@@]12C)[C@H](C(=O)O)[C@@H]3C(=O)O. The result is 0 (non-inhibitor). (2) The compound is O=c1c(Cc2ccccc2)c(O)nc2n1CCS2. The result is 0 (non-inhibitor). (3) The drug is [N-]=[N+]=CC(=O)CC[C@H](N)C(=O)O. The result is 0 (non-inhibitor). (4) The molecule is COc1ccc(-c2nc3cnc(OC)nc3n(Cc3cccc(OC)c3)c2=O)cc1. The result is 0 (non-inhibitor). (5) The drug is COc1ccccc1OCC(=O)NNC(=O)c1cnccn1. The result is 0 (non-inhibitor). (6) The drug is Cn1c(=O)c2c(nc(Cc3ccccc3)n2CC(=O)O)n(C)c1=O. The result is 0 (non-inhibitor). (7) The compound is Cc1cc(C)c(-c2cc([C@H](C)O/N=C\[C@@H](C)[C@H](OCc3ccccc3)C(C)C)on2)c(C)c1. The result is 0 (non-inhibitor). (8) The compound is Cc1c(-c2ccc(O)cc2)nn(-c2ccc(O)cc2)c1-c1ccc(OCCN2CCCCC2)cc1. The result is 0 (non-inhibitor).